Dataset: Peptide-MHC class I binding affinity with 185,985 pairs from IEDB/IMGT. Task: Regression. Given a peptide amino acid sequence and an MHC pseudo amino acid sequence, predict their binding affinity value. This is MHC class I binding data. (1) The peptide sequence is IVTDSQYAL. The MHC is HLA-A02:06 with pseudo-sequence HLA-A02:06. The binding affinity (normalized) is 0.411. (2) The peptide sequence is WTDKTPNY. The MHC is Mamu-A02 with pseudo-sequence Mamu-A02. The binding affinity (normalized) is 0.840. (3) The peptide sequence is DPDSFQDYI. The binding affinity (normalized) is 0.241. The MHC is HLA-B51:01 with pseudo-sequence HLA-B51:01. (4) The peptide sequence is ASSEPHCAL. The MHC is HLA-A02:16 with pseudo-sequence HLA-A02:16. The binding affinity (normalized) is 0.0847. (5) The peptide sequence is VILFIMFMLI. The MHC is HLA-B07:02 with pseudo-sequence HLA-B07:02. The binding affinity (normalized) is 0.204. (6) The peptide sequence is AVINTTCNY. The MHC is HLA-B08:01 with pseudo-sequence HLA-B08:01. The binding affinity (normalized) is 0.